The task is: Predict which catalyst facilitates the given reaction.. This data is from Catalyst prediction with 721,799 reactions and 888 catalyst types from USPTO. (1) Reactant: C[O:2][C:3]([C:5]1[S:6][CH:7]=[C:8]([Br:10])[CH:9]=1)=[O:4].[OH-:11].[Na+].CO.O.Cl. Product: [Br:10][C:8]1[C:9]([OH:11])=[C:5]([C:3]([OH:2])=[O:4])[S:6][CH:7]=1. The catalyst class is: 13. (2) Reactant: [F:1][C:2]1[CH:3]=[C:4]([OH:9])[CH:5]=[CH:6][C:7]=1[F:8].F[C:11]1[CH:16]=[CH:15][C:14]([C:17](=[O:19])[CH3:18])=[CH:13][CH:12]=1.C([O-])([O-])=O.[K+].[K+].O. Product: [F:1][C:2]1[CH:3]=[C:4]([CH:5]=[CH:6][C:7]=1[F:8])[O:9][C:11]1[CH:16]=[CH:15][C:14]([C:17](=[O:19])[CH3:18])=[CH:13][CH:12]=1. The catalyst class is: 44. (3) Reactant: C[O-].[Na+].[CH3:4][O:5][C:6]1[CH:11]=[CH:10][C:9]([NH:12][CH2:13][CH:14]([OH:17])[CH2:15][OH:16])=[CH:8][CH:7]=1.[C:18](=O)(OCC)[O:19]CC. Product: [OH:16][CH2:15][CH:14]1[O:17][C:18](=[O:19])[N:12]([C:9]2[CH:8]=[CH:7][C:6]([O:5][CH3:4])=[CH:11][CH:10]=2)[CH2:13]1. The catalyst class is: 11. (4) Reactant: C(OC([N:8]1[CH2:13][CH2:12][CH:11]([CH:14]2[O:18][N:17]=[C:16]([C:19]3[CH:24]=[C:23]([C:25](=[O:37])[NH:26][CH2:27][C:28]4[CH:33]=[CH:32][C:31]([F:34])=[C:30]([O:35][CH3:36])[CH:29]=4)[N:22]=[C:21]([CH3:38])[N:20]=3)[CH2:15]2)[CH2:10][CH2:9]1)=O)(C)(C)C.[ClH:39]. Product: [ClH:39].[F:34][C:31]1[CH:32]=[CH:33][C:28]([CH2:27][NH:26][C:25]([C:23]2[CH:24]=[C:19]([C:16]3[CH2:15][CH:14]([CH:11]4[CH2:10][CH2:9][NH:8][CH2:13][CH2:12]4)[O:18][N:17]=3)[N:20]=[C:21]([CH3:38])[N:22]=2)=[O:37])=[CH:29][C:30]=1[O:35][CH3:36]. The catalyst class is: 12. (5) Product: [CH3:50][O:51][C:52]1[CH:60]=[C:59]2[C:55]([CH2:56][N:57]([CH:61]3[CH2:62][O:63][CH2:64]3)[CH2:58]2)=[CH:54][C:53]=1[NH:65][C:15]1[N:14]=[CH:13][C:12]2=[CH:11][CH:10]=[C:9]([C:4]3[CH:5]=[CH:6][CH:7]=[CH:8][C:3]=3[O:2][CH3:1])[N:17]2[N:16]=1. Reactant: [CH3:1][O:2][C:3]1[CH:8]=[CH:7][CH:6]=[CH:5][C:4]=1[C:9]1[N:17]2[C:12]([CH:13]=[N:14][C:15](O)=[N:16]2)=[CH:11][CH:10]=1.[H-].[Na+].C1C=CC(N(S(C(F)(F)F)(=O)=O)S(C(F)(F)F)(=O)=O)=CC=1.[O-]S(C(F)(F)F)(=O)=O.[CH3:50][O:51][C:52]1[CH:60]=[C:59]2[C:55]([CH2:56][N:57]([CH:61]3[CH2:64][O:63][CH2:62]3)[CH2:58]2)=[CH:54][C:53]=1[NH2:65]. The catalyst class is: 9. (6) The catalyst class is: 72. Product: [F:12][C:6]([F:11])([S:7]([O-:10])(=[O:9])=[O:8])[C:5]([F:14])([F:13])[C:4]([F:15])([F:16])[C:3]([F:2])([F:21])[S:17]([O-:20])(=[O:18])=[O:19].[C:31]([C:35]1[CH:40]=[CH:39][C:38]([S+:41]([C:42]2[CH:47]=[CH:46][C:45]([C:48]([CH3:51])([CH3:50])[CH3:49])=[CH:44][CH:43]=2)[C:52]2[CH:57]=[CH:56][C:55]([C:58]([CH3:60])([CH3:61])[CH3:59])=[CH:54][CH:53]=2)=[CH:37][CH:36]=1)([CH3:32])([CH3:33])[CH3:34].[C:31]([C:35]1[CH:40]=[CH:39][C:38]([S+:41]([C:42]2[CH:47]=[CH:46][C:45]([C:48]([CH3:51])([CH3:50])[CH3:49])=[CH:44][CH:43]=2)[C:52]2[CH:57]=[CH:56][C:55]([C:58]([CH3:60])([CH3:61])[CH3:59])=[CH:54][CH:53]=2)=[CH:37][CH:36]=1)([CH3:32])([CH3:33])[CH3:34]. Reactant: [K+].[F:2][C:3]([F:21])([S:17]([O-:20])(=[O:19])=[O:18])[C:4]([F:16])([F:15])[C:5]([F:14])([F:13])[C:6]([F:12])([F:11])[S:7]([O-:10])(=[O:9])=[O:8].[K+].[O-]S(C(F)(F)F)(=O)=O.[C:31]([C:35]1[CH:40]=[CH:39][C:38]([S+:41]([C:52]2[CH:57]=[CH:56][C:55]([C:58]([CH3:61])([CH3:60])[CH3:59])=[CH:54][CH:53]=2)[C:42]2[CH:47]=[CH:46][C:45]([C:48]([CH3:51])([CH3:50])[CH3:49])=[CH:44][CH:43]=2)=[CH:37][CH:36]=1)([CH3:34])([CH3:33])[CH3:32].